From a dataset of Catalyst prediction with 721,799 reactions and 888 catalyst types from USPTO. Predict which catalyst facilitates the given reaction. (1) Reactant: [C:1]1([CH3:22])[CH:6]=[CH:5][C:4]([NH:7][S:8]([C:11]2[CH:12]=[C:13]([CH:17]=[CH:18][C:19](O)=[O:20])[CH:14]=[CH:15][CH:16]=2)(=[O:10])=[O:9])=[CH:3][CH:2]=1.C(Cl)(=O)C([Cl:26])=O. Product: [C:1]1([CH3:22])[CH:6]=[CH:5][C:4]([NH:7][S:8]([C:11]2[CH:12]=[C:13]([CH:17]=[CH:18][C:19]([Cl:26])=[O:20])[CH:14]=[CH:15][CH:16]=2)(=[O:10])=[O:9])=[CH:3][CH:2]=1. The catalyst class is: 120. (2) Reactant: C(OC(=O)[NH:7][C:8]1[CH:9]=[N:10][CH:11]=[CH:12][C:13]=1[C:14]1[C:15]2[O:24][C:23]([CH2:25][N:26]3[CH2:31][CH2:30][N:29]([S:32]([CH3:35])(=[O:34])=[O:33])[CH2:28][C@H:27]3[CH3:36])=[CH:22][C:16]=2[C:17](=[O:21])[N:18]([CH3:20])[CH:19]=1)(C)(C)C.C(O)(C(F)(F)F)=O. Product: [NH2:7][C:8]1[CH:9]=[N:10][CH:11]=[CH:12][C:13]=1[C:14]1[C:15]2[O:24][C:23]([CH2:25][N:26]3[CH2:31][CH2:30][N:29]([S:32]([CH3:35])(=[O:34])=[O:33])[CH2:28][C@H:27]3[CH3:36])=[CH:22][C:16]=2[C:17](=[O:21])[N:18]([CH3:20])[CH:19]=1. The catalyst class is: 2. (3) Reactant: [Cl:1][C:2]1[CH:7]=[C:6]([F:8])[CH:5]=[CH:4][C:3]=1[O:9][C:10]1[C:11]([CH3:16])=[N:12][N:13]([CH3:15])[CH:14]=1.C(=O)([O-])[O-].[Na+].[Na+].[Br:23]Br. Product: [Br:23][C:14]1[N:13]([CH3:15])[N:12]=[C:11]([CH3:16])[C:10]=1[O:9][C:3]1[CH:4]=[CH:5][C:6]([F:8])=[CH:7][C:2]=1[Cl:1]. The catalyst class is: 4.